This data is from Forward reaction prediction with 1.9M reactions from USPTO patents (1976-2016). The task is: Predict the product of the given reaction. (1) Given the reactants Br[C:2]1[CH:3]=[C:4]([CH:7]=[CH:8][CH:9]=1)[C:5]#[N:6].CC(C)=O.C(=O)=O.[Li]CCCC.[C:22]([N:26]1[C:30]([NH:31][C:32](=[O:37])[C:33]([F:36])([F:35])[F:34])=[CH:29][C:28]([CH:38]2[CH2:41][C:40](=[O:42])[CH2:39]2)=[N:27]1)([CH3:25])([CH3:24])[CH3:23], predict the reaction product. The product is: [C:22]([N:26]1[C:30]([NH:31][C:32](=[O:37])[C:33]([F:36])([F:34])[F:35])=[CH:29][C:28]([CH:38]2[CH2:41][C:40]([C:2]3[CH:9]=[CH:8][CH:7]=[C:4]([C:5]#[N:6])[CH:3]=3)([OH:42])[CH2:39]2)=[N:27]1)([CH3:25])([CH3:23])[CH3:24]. (2) The product is: [Si:1]([O:18][CH2:19][C:20]1[C:21]([N:35]2[CH2:40][C@H:39]([CH3:41])[O:38][C@H:37]([CH3:42])[CH2:36]2)=[C:22]([F:34])[C:23]2[O:27][N:26]=[C:25]([C:28]([NH:43][NH2:44])=[O:30])[C:24]=2[CH:33]=1)([C:14]([CH3:15])([CH3:17])[CH3:16])([C:8]1[CH:9]=[CH:10][CH:11]=[CH:12][CH:13]=1)[C:2]1[CH:3]=[CH:4][CH:5]=[CH:6][CH:7]=1. Given the reactants [Si:1]([O:18][CH2:19][C:20]1[C:21]([N:35]2[CH2:40][C@H:39]([CH3:41])[O:38][C@H:37]([CH3:42])[CH2:36]2)=[C:22]([F:34])[C:23]2[O:27][N:26]=[C:25]([C:28]([O:30]CC)=O)[C:24]=2[CH:33]=1)([C:14]([CH3:17])([CH3:16])[CH3:15])([C:8]1[CH:13]=[CH:12][CH:11]=[CH:10][CH:9]=1)[C:2]1[CH:7]=[CH:6][CH:5]=[CH:4][CH:3]=1.[NH2:43][NH2:44], predict the reaction product. (3) Given the reactants ClC1C=C([C@H](CCN2CCC(N(C(=O)C(F)(F)F)CCNC(=O)C(F)(F)F)CC2)[CH2:10][N:11](C)[C:12](=[O:19])[C:13]2[CH:18]=[CH:17][CH:16]=[CH:15][CH:14]=2)C=CC=1Cl.FC(F)(F)C(N(CCCNC(=O)C(F)(F)F)C1CCNCC1)=O.ClC1C=C(C(CC=O)CN(C)C(=O)C2C=CC=CC=2)C=CC=1Cl, predict the reaction product. The product is: [CH3:10][NH:11][C:12](=[O:19])[C:13]1[CH:18]=[CH:17][CH:16]=[CH:15][CH:14]=1.